Dataset: Forward reaction prediction with 1.9M reactions from USPTO patents (1976-2016). Task: Predict the product of the given reaction. (1) Given the reactants [CH:1]1([N:5](C)[C:6](=[O:27])[C:7]2[CH:12]=[C:11](OC3C(C)=CC([N+]([O-])=O)=CC=3C)[CH:10]=[CH:9][C:8]=2[O:25]C)CCC1.B(Br)(Br)Br, predict the reaction product. The product is: [OH:25][C:8]1[CH:9]=[CH:10][CH:11]=[CH:12][C:7]=1[C:6]([NH:5][CH3:1])=[O:27]. (2) Given the reactants [CH3:1][N:2]([CH3:7])[CH2:3][CH2:4][NH:5][CH3:6].F[C:9]1[C:14]([N+:15]([O-:17])=[O:16])=[CH:13][C:12]([NH:18][C:19]2[N:24]=[C:23]([C:25]3[C:33]4[C:28](=[CH:29][CH:30]=[CH:31][CH:32]=4)[N:27]([CH3:34])[CH:26]=3)[CH:22]=[CH:21][N:20]=2)=[C:11]([O:35][CH3:36])[CH:10]=1.ClC1C(C2C3C(=CC=CC=3)N(C)C=2)=NC(NC2C=C([N+]([O-])=O)C(F)=CC=2OC)=NC=1.CCN(C(C)C)C(C)C, predict the reaction product. The product is: [CH3:1][N:2]([CH3:7])[CH2:3][CH2:4][N:5]([CH3:6])[C:9]1[C:14]([N+:15]([O-:17])=[O:16])=[CH:13][C:12]([NH:18][C:19]2[N:24]=[C:23]([C:25]3[C:33]4[C:28](=[CH:29][CH:30]=[CH:31][CH:32]=4)[N:27]([CH3:34])[CH:26]=3)[CH:22]=[CH:21][N:20]=2)=[C:11]([O:35][CH3:36])[CH:10]=1. (3) Given the reactants Br[C:2]1[N:7]=[CH:6][C:5]([C:8]([OH:11])([CH3:10])[CH3:9])=[CH:4][CH:3]=1.C([Li])CCC.[CH2:17]1[O:27][C:20]2([CH2:25][CH2:24][C:23](=[O:26])[CH2:22][CH2:21]2)[O:19][CH2:18]1, predict the reaction product. The product is: [OH:11][C:8]([C:5]1[CH:4]=[CH:3][C:2]([C:23]2([OH:26])[CH2:24][CH2:25][C:20]3([O:27][CH2:17][CH2:18][O:19]3)[CH2:21][CH2:22]2)=[N:7][CH:6]=1)([CH3:10])[CH3:9]. (4) Given the reactants [C:1]([O:5][C:6](=NNC(N)=O)[CH2:7][C@H:8]([NH:11]C(OCC1C2CC3C(=CC=CC=3)C=2C=CC=1)=O)[CH:9]=[O:10])([CH3:4])([CH3:3])[CH3:2].C(NCC)C.CN(C=[O:43])C, predict the reaction product. The product is: [C:1]([O:5][C:6](=[O:43])[CH2:7][C@H:8]([NH2:11])[CH:9]=[O:10])([CH3:4])([CH3:3])[CH3:2].